From a dataset of Catalyst prediction with 721,799 reactions and 888 catalyst types from USPTO. Predict which catalyst facilitates the given reaction. (1) Reactant: ClC1C=CC(O)=C(C2C(C#CC3C=CC(NC([C@H]4CCCCN4)=O)=CC=3)=CN(CCO)N=2)C=1.C(OC([N:41]1[CH2:46][CH2:45][O:44][CH2:43][CH:42]1[C:47](=[O:73])[NH:48][C:49]1[CH:54]=[CH:53][C:52]([C:55]#[C:56][C:57]2[C:58]([C:65]3[CH:70]=[C:69]([Cl:71])[CH:68]=[CH:67][C:66]=3[OH:72])=[N:59][N:60]([CH2:62][CH2:63][OH:64])[CH:61]=2)=[CH:51][CH:50]=1)=O)(C)(C)C.C(O)(C(F)(F)F)=O. Product: [Cl:71][C:69]1[CH:68]=[CH:67][C:66]([OH:72])=[C:65]([C:58]2[C:57]([C:56]#[C:55][C:52]3[CH:53]=[CH:54][C:49]([NH:48][C:47]([CH:42]4[CH2:43][O:44][CH2:45][CH2:46][NH:41]4)=[O:73])=[CH:50][CH:51]=3)=[CH:61][N:60]([CH2:62][CH2:63][OH:64])[N:59]=2)[CH:70]=1. The catalyst class is: 2. (2) Reactant: [C:1]([O:5][C:6]([NH:8][C@H:9]1[CH2:13][C:12](=[O:14])[CH2:11][C@H:10]1[C:15]([OH:17])=[O:16])=[O:7])([CH3:4])([CH3:3])[CH3:2].[BH4-].[Na+].CCOC(C)=O.Cl. Product: [C:1]([O:5][C:6]([NH:8][C@H:9]1[CH2:13][C@@H:12]([OH:14])[CH2:11][C@H:10]1[C:15]([OH:17])=[O:16])=[O:7])([CH3:4])([CH3:2])[CH3:3]. The catalyst class is: 5. (3) Reactant: [F:1][C:2]1[CH:3]=[C:4]([C:9]2([OH:14])[CH2:13][CH2:12][NH:11][CH2:10]2)[CH:5]=[C:6]([F:8])[CH:7]=1.C(=O)([O-])[O-].[K+].[K+].Br[CH2:22][CH:23]([CH3:25])[CH3:24].C(=O)([O-])[O-].[Na+].[Na+]. Product: [F:1][C:2]1[CH:3]=[C:4]([C:9]2([OH:14])[CH2:13][CH2:12][N:11]([CH2:22][CH:23]([CH3:25])[CH3:24])[CH2:10]2)[CH:5]=[C:6]([F:8])[CH:7]=1. The catalyst class is: 10.